From a dataset of Full USPTO retrosynthesis dataset with 1.9M reactions from patents (1976-2016). Predict the reactants needed to synthesize the given product. (1) The reactants are: Br[C:2]1[C:3](=[O:20])[N:4]([C:9]2[CH:10]=[C:11]([CH:16]=[CH:17][C:18]=2[CH3:19])[C:12]([O:14][CH3:15])=[O:13])[CH:5]=[C:6](Br)[N:7]=1.[CH2:21]([NH:28][CH2:29][CH2:30][N:31]([CH3:33])[CH3:32])[C:22]1[CH:27]=[CH:26][CH:25]=[CH:24][CH:23]=1.C1CC=CCC=1. Given the product [CH3:32][N:31]([CH3:33])[CH2:30][CH2:29][N:28]([CH2:21][C:22]1[CH:27]=[CH:26][CH:25]=[CH:24][CH:23]=1)[C:2]1[C:3](=[O:20])[N:4]([C:9]2[CH:10]=[C:11]([CH:16]=[CH:17][C:18]=2[CH3:19])[C:12]([O:14][CH3:15])=[O:13])[CH:5]=[CH:6][N:7]=1, predict the reactants needed to synthesize it. (2) Given the product [CH3:1][N:2]([CH2:3][C:4]1[CH:9]=[CH:8][C:7]([C:10]([N:12]2[CH2:18][C:17]3([CH3:20])[CH2:19][CH:13]2[CH2:14][C:15]([CH3:22])([CH3:21])[CH2:16]3)=[O:11])=[CH:6][CH:5]=1)[C:29]([N:23]1[CH2:28][CH2:27][O:26][CH2:25][CH2:24]1)=[O:30], predict the reactants needed to synthesize it. The reactants are: [CH3:1][NH:2][CH2:3][C:4]1[CH:9]=[CH:8][C:7]([C:10]([N:12]2[CH2:18][C:17]3([CH3:20])[CH2:19][CH:13]2[CH2:14][C:15]([CH3:22])([CH3:21])[CH2:16]3)=[O:11])=[CH:6][CH:5]=1.[N:23]1([C:29](Cl)=[O:30])[CH2:28][CH2:27][O:26][CH2:25][CH2:24]1. (3) Given the product [N:1]1[CH:6]=[CH:5][CH:4]=[C:3]2[CH2:7][N:8]([C:10]3[CH:15]=[CH:14][C:13]([N:16]4[CH2:20][C@H:19]([C:21]([NH2:27])=[O:23])[O:18][C:17]4=[O:25])=[CH:12][C:11]=3[F:26])[CH2:9][C:2]=12, predict the reactants needed to synthesize it. The reactants are: [N:1]1[CH:6]=[CH:5][CH:4]=[C:3]2[CH2:7][N:8]([C:10]3[CH:15]=[CH:14][C:13]([N:16]4[CH2:20][C@H:19]([C:21]([O:23]C)=O)[O:18][C:17]4=[O:25])=[CH:12][C:11]=3[F:26])[CH2:9][C:2]=12.[NH3:27].